This data is from Catalyst prediction with 721,799 reactions and 888 catalyst types from USPTO. The task is: Predict which catalyst facilitates the given reaction. (1) Reactant: [F:1][C:2]1[CH:3]=[C:4]([CH2:9][C:10]([OH:12])=O)[CH:5]=[C:6]([F:8])[CH:7]=1.Cl.C[O:15][C:16](=[O:20])[C@H:17]([CH3:19])[NH2:18].C1C=CC2N(O)N=NC=2C=1.CN1CCOCC1.CCN=C=NCCCN(C)C.Cl. Product: [F:8][C:6]1[CH:5]=[C:4]([CH2:9][C:10]([NH:18][C@H:17]([C:16]([OH:20])=[O:15])[CH3:19])=[O:12])[CH:3]=[C:2]([F:1])[CH:7]=1. The catalyst class is: 91. (2) The catalyst class is: 230. Reactant: [C:1]1([C:7]2[N:12]=[C:11]3[CH2:13][CH2:14][CH2:15][NH:16][C:10]3=[N:9][C:8]=2[C:17]2[CH:22]=[CH:21][CH:20]=[CH:19][CH:18]=2)[CH:6]=[CH:5][CH:4]=[CH:3][CH:2]=1.[C:23](O[C:23]([O:25][C:26]([CH3:29])([CH3:28])[CH3:27])=[O:24])([O:25][C:26]([CH3:29])([CH3:28])[CH3:27])=[O:24].O. Product: [C:1]1([C:7]2[N:12]=[C:11]3[CH2:13][CH2:14][CH2:15][N:16]([C:23]([O:25][C:26]([CH3:29])([CH3:28])[CH3:27])=[O:24])[C:10]3=[N:9][C:8]=2[C:17]2[CH:18]=[CH:19][CH:20]=[CH:21][CH:22]=2)[CH:2]=[CH:3][CH:4]=[CH:5][CH:6]=1. (3) Reactant: [C:1]([O:9][CH2:10][CH3:11])(=[O:8])[CH2:2][C:3]([O:5][CH2:6][CH3:7])=[O:4].[C:12](#[N:15])[CH:13]=[CH2:14].Cl. Product: [C:12]([CH2:13][CH2:14][C:2]([CH2:14][CH2:13][C:12]#[N:15])([C:3]([O:5][CH2:6][CH3:7])=[O:4])[C:1]([O:9][CH2:10][CH3:11])=[O:8])#[N:15]. The catalyst class is: 71. (4) Reactant: Cl[CH2:2][C:3](Cl)=[O:4].[C:6]1([S:12]([C:15]2[CH:20]=[CH:19][C:18]([OH:21])=[CH:17][CH:16]=2)(=[O:14])=[O:13])[CH:11]=[CH:10][CH:9]=[CH:8][CH:7]=1.[Cl-].[Cl-].[Cl-].[Al+3]. Product: [C:6]1([S:12]([C:15]2[CH:20]=[CH:2][C:3]([OH:4])=[C:17]([C:18](=[O:21])[CH3:19])[CH:16]=2)(=[O:13])=[O:14])[CH:7]=[CH:8][CH:9]=[CH:10][CH:11]=1. The catalyst class is: 534. (5) Reactant: [F:1][C:2]1[CH:11]=[CH:10][CH:9]=[C:8]([F:12])[C:3]=1[CH2:4][N:5]=[N+:6]=[N-:7].[C:13]([O:17][CH2:18][CH3:19])(=[O:16])[C:14]#[CH:15]. Product: [CH2:18]([O:17][C:13]([C:14]1[N:7]=[N:6][N:5]([CH2:4][C:3]2[C:2]([F:1])=[CH:11][CH:10]=[CH:9][C:8]=2[F:12])[CH:15]=1)=[O:16])[CH3:19]. The catalyst class is: 8. (6) Reactant: [C:1]([O:5][C:6]([C:8]1[S:9][C:10](Br)=[CH:11][C:12]=1[NH:13][S:14]([C:17]1[C:18]([CH3:23])=[CH:19][CH:20]=[CH:21][CH:22]=1)(=[O:16])=[O:15])=[O:7])([CH3:4])([CH3:3])[CH3:2].[S:25]1[C:29]2[CH:30]=[CH:31][CH:32]=[CH:33][C:28]=2[CH:27]=[C:26]1B(O)O.C1(C)C(S(NC2C=C(C3C=CC(C)=CC=3)SC=2C(O)=O)(=O)=O)=CC=CC=1. Product: [C:1]([O:5][C:6]([C:8]1[S:9][C:10]([C:26]2[S:25][C:29]3[CH:30]=[CH:31][CH:32]=[CH:33][C:28]=3[CH:27]=2)=[CH:11][C:12]=1[NH:13][S:14]([C:17]1[C:18]([CH3:23])=[CH:19][CH:20]=[CH:21][CH:22]=1)(=[O:16])=[O:15])=[O:7])([CH3:4])([CH3:3])[CH3:2]. The catalyst class is: 73. (7) Reactant: [Br:1][C:2]1[CH:11]=[CH:10][C:9]2[C:4](=[CH:5][CH:6]=[CH:7][CH:8]=2)[CH:3]=1.[C:12](Cl)(=[O:14])[CH3:13].[Cl-].[Al+3].[Cl-].[Cl-]. Product: [Br:1][C:2]1[CH:3]=[C:4]2[C:9](=[CH:10][CH:11]=1)[CH:8]=[C:7]([C:12](=[O:14])[CH3:13])[CH:6]=[CH:5]2. The catalyst class is: 641.